From a dataset of Experimentally validated miRNA-target interactions with 360,000+ pairs, plus equal number of negative samples. Binary Classification. Given a miRNA mature sequence and a target amino acid sequence, predict their likelihood of interaction. (1) The miRNA is hsa-miR-506-3p with sequence UAAGGCACCCUUCUGAGUAGA. The protein sequence of the target gene is MPLEQRSQHCKPEEGLEAQGEALGLVGAQAPATEEQETASSSSTLVEVTLREVPAAESPSPPHSPQGASTLPTTINYTLWSQSDEGSSNEEQEGPSTFPDLETSFQVALSRKMAELVHFLLLKYRAREPFTKAEMLGSVIRNFQDFFPVIFSKASEYLQLVFGIEVVEVVRIGHLYILVTCLGLSYDGLLGDNQIVPKTGLLIIVLAIIAKEGDCAPEEKIWEELSVLEASDGREDSVFAHPRKLLTQDLVQENYLEYRQVPGSDPACYEFLWGPRALVETSYVKVLHHLLKISGGPHIS.... Result: 1 (interaction). (2) The miRNA is hsa-miR-577 with sequence UAGAUAAAAUAUUGGUACCUG. The protein sequence of the target gene is MAWPCISRLCCLARRWNQLDRSDVAVPLTLHGYSDLDSEEPGTGGAASRRGQPPAGARDSGRDVPLTQYQRDFGLWTTPAGPKDPPPGRGPGAGGRRGKSSAQSSAPPAPGARGVYVLPIGDADAAAAVTTSYRQEFQAWTGVKPSRSTKTKPARVITTHTSGWDSSPGAGFQVPEVRKKFTPNPSAIFQASAPRILNV. Result: 0 (no interaction). (3) Result: 1 (interaction). The protein sequence of the target gene is MAEPQAESEPLLGGARGGGGDWPAGLTTYRSIQVGPGAAARWDLCIDQAVVFIEDAIQYRSINHRVDASSMWLYRRYYSNVCQRTLSFTIFLILFLAFIETPSSLTSTADVRYRAAPWEPPCGLTESVEVLCLLVFAADLSVKGYLFGWAHFQKNLWLLGYLVVLVVSLVDWTVSLSLVCHEPLRIRRLLRPFFLLQNSSMMKKTLKCIRWSLPEMASVGLLLAIHLCLFTMFGMLLFAGGKQDDGQDRERLTYFQNLPESLTSLLVLLTTANNPDVMIPAYSKNRAYAIFFIVFTVIGS.... The miRNA is hsa-miR-6127 with sequence UGAGGGAGUGGGUGGGAGG. (4) The miRNA is mmu-miR-742-3p with sequence GAAAGCCACCAUGCUGGGUAAA. The protein sequence of the target gene is MAAEKQIPGGGSGGGGSGSGGGGGGSGGGRSAGGDENKENERPSAGSKANKEFGDSLSLEILQIIKESQQQHGLRHGDFQRYRGYCSRRQRRLRKTLNFKMGNRHKFTGKKVTEELLTDNRYLLLVLMDAERAWSYAMQLKQEANTEPRKRFHLLSRLRKAVKHAEELERLCESNRVDAKTKLEAQAYTAYLSGMLRFEHQEWKSAIEAFNKCKTIYEKLASAFTEEQAVLYNQRVEEISPNIRYCAYNIGDQSAINELMQMRLRSGGTEGLLAEKLEALITQTRAKQAATMSEVEWRGR.... Result: 0 (no interaction). (5) The miRNA is hsa-miR-410-5p with sequence AGGUUGUCUGUGAUGAGUUCG. The protein sequence of the target gene is MGWLFLKVLLAGVSFSGFLYPLVDFCISGKTRGQKPNFVIILADDMGWGDLGANWAETKDTANLDKMASEGMRFVDFHAAASTCSPSRASLLTGRLGLRNGVTRNFAVTSVGGLPLNETTLAEVLQQAGYVTGIIGKWHLGHHGSYHPNFRGFDYYFGIPYSHDMGCTDTPGYNHPPCPACPQGDGPSRNLQRDCYTDVALPLYENLNIVEQPVNLSSLAQKYAEKATQFIQRASTSGRPFLLYVALAHMHVPLPVTQLPAAPRGRSLYGAGLWEMDSLVGQIKDKVDHTVKENTFLWFT.... Result: 0 (no interaction). (6) The miRNA is mmu-miR-7042-3p with sequence UGUCCCUUUGUUUUCUCUCAG. The protein sequence of the target gene is MASSSDSEDDSFMAVDQEETVLEGTMDQDEEPHPVLEAEETRHNRSMSELPEEVLEYILSFLSPYQEHKTAALVCKQWYRLIKGVAHQCYHGFMKAVQEGNIQWESRTYPYPGTPITQRFSHSACYYDANQSMYVFGGCTQSSCNAAFNDLWRLDLNSKEWIRPLASGSYPSPKAGATLVVYKDLLVLFGGWTRPSPYPLHQPERFFDEIHTYSPSKNWWNCIVTTHGPPPMAGHSSCVIDDKMIVFGGSLGSRQMSNDVWVLDLEQWAWSKPNISGPSPHPRGGQSQIVIDDATILILG.... Result: 0 (no interaction).